From a dataset of Reaction yield outcomes from USPTO patents with 853,638 reactions. Predict the reaction yield, written as a fraction of the theoretical maximum amount of product (1.0 means a 100% yield; for example, 0.34 means a 34% yield). (1) The reactants are Cl[C:2]1[S:3][C:4]([C:13]([O:15][CH2:16][CH3:17])=[O:14])=[C:5]([C:7](=[O:12])[NH:8][CH:9]([CH3:11])[CH3:10])[N:6]=1.[CH2:18]([NH:20][C:21]([NH:23][C:24]1[CH:29]=[CH:28][C:27](B2OC(C)(C)C(C)(C)O2)=[CH:26][N:25]=1)=[O:22])[CH3:19].C(=O)([O-])[O-].[Cs+].[Cs+].O. The catalyst is O1CCOCC1.C(OCC)(=O)C.C1(P([Pd-4](P(C2C=CC=CC=2)(C2C=CC=CC=2)C2C=CC=CC=2)(P(C2C=CC=CC=2)(C2C=CC=CC=2)C2C=CC=CC=2)P(C2C=CC=CC=2)(C2C=CC=CC=2)C2C=CC=CC=2)(C2C=CC=CC=2)C2C=CC=CC=2)C=CC=CC=1. The product is [CH2:18]([NH:20][C:21](=[O:22])[NH:23][C:24]1[N:25]=[CH:26][C:27]([C:2]2[S:3][C:4]([C:13]([O:15][CH2:16][CH3:17])=[O:14])=[C:5]([C:7](=[O:12])[NH:8][CH:9]([CH3:11])[CH3:10])[N:6]=2)=[CH:28][CH:29]=1)[CH3:19]. The yield is 0.177. (2) The reactants are C(C1C=CC(N)=CC=1)CC1C=CC(N)=CC=1.[C:17]([O:21][C:22]([N:24]1[CH2:28][CH2:27][CH2:26][CH:25]1C(O)=O)=[O:23])([CH3:20])([CH3:19])[CH3:18].C(OC(N1C2C(=CC=CC=2)C=CC1)=O)C. The product is [C:17]([O:21][C:22]([N:24]1[CH2:28][CH2:27][CH2:26][CH2:25]1)=[O:23])([CH3:20])([CH3:18])[CH3:19]. The catalyst is C(Cl)Cl. The yield is 0.970. (3) The reactants are [Br:1][C:2]1[CH:3]=[C:4]([C:8]#[C:9][C:10]2[CH:11]=[N:12][N:13]([CH2:15][C:16]([F:19])([F:18])[F:17])[CH:14]=2)[CH:5]=[CH:6][CH:7]=1.C([O-])(O)=[O:21].[Na+].[O-]S([O-])(=O)=O.[Mg+2].[Mn]([O-])(=O)(=O)=O.[K+].[OH2:37]. The catalyst is CC(C)=O. The product is [Br:1][C:2]1[CH:3]=[C:4]([C:8](=[O:21])[C:9]([C:10]2[CH:11]=[N:12][N:13]([CH2:15][C:16]([F:17])([F:18])[F:19])[CH:14]=2)=[O:37])[CH:5]=[CH:6][CH:7]=1. The yield is 0.820. (4) The reactants are Cl[C:2]1[N:7]=[CH:6][N:5]=[C:4]2[N:8]([C:11]3[CH:16]=[CH:15][C:14]([S:17]([CH3:20])(=[O:19])=[O:18])=[CH:13][CH:12]=3)[N:9]=[CH:10][C:3]=12.[C:21]([O:25][C:26](=[O:35])[NH:27][CH:28]1[CH2:33][CH2:32][CH:31]([NH2:34])[CH2:30][CH2:29]1)([CH3:24])([CH3:23])[CH3:22].C(=O)([O-])[O-].[K+].[K+]. The catalyst is C1COCC1. The product is [C:21]([O:25][C:26](=[O:35])[NH:27][CH:28]1[CH2:29][CH2:30][CH:31]([NH:34][C:2]2[N:7]=[CH:6][N:5]=[C:4]3[N:8]([C:11]4[CH:16]=[CH:15][C:14]([S:17]([CH3:20])(=[O:19])=[O:18])=[CH:13][CH:12]=4)[N:9]=[CH:10][C:3]=23)[CH2:32][CH2:33]1)([CH3:24])([CH3:22])[CH3:23]. The yield is 0.760. (5) The reactants are [NH2:1][C:2]1[C:11](Cl)=[N:10][C:9]2[C:4](=[CH:5][C:6]([O:15][CH3:16])=[C:7]([O:13][CH3:14])[CH:8]=2)[N:3]=1.[CH3:17][O-:18].[Na+]. The catalyst is O1CCCC1.CO. The product is [NH2:1][C:2]1[C:11]([O:18][CH3:17])=[N:10][C:9]2[C:4](=[CH:5][C:6]([O:15][CH3:16])=[C:7]([O:13][CH3:14])[CH:8]=2)[N:3]=1. The yield is 0.850. (6) The reactants are [BH4-].[Li+].[Cl:3][C:4]1[N:9]=[C:8]([C:10](OC)=[O:11])[CH:7]=[C:6]([N:14]2[CH2:19][CH2:18][O:17][CH2:16][C@H:15]2[CH3:20])[N:5]=1.O. The catalyst is C1COCC1. The product is [Cl:3][C:4]1[N:9]=[C:8]([CH2:10][OH:11])[CH:7]=[C:6]([N:14]2[CH2:19][CH2:18][O:17][CH2:16][C@H:15]2[CH3:20])[N:5]=1. The yield is 1.00.